Dataset: Reaction yield outcomes from USPTO patents with 853,638 reactions. Task: Predict the reaction yield, written as a fraction of the theoretical maximum amount of product (1.0 means a 100% yield; for example, 0.34 means a 34% yield). (1) The reactants are [CH3:1][O:2][C:3]([C:5]1[C:13]([NH:14][C:15]2[CH:20]=[CH:19][CH:18]=[CH:17][C:16]=2[Cl:21])=[C:12]([F:22])[C:8]2[N:9]=[CH:10][NH:11][C:7]=2[CH:6]=1)=[O:4].CC1C=CC(S(O)(=O)=O)=CC=1.O.C1C(=O)N([Br:42])C(=O)C1. The catalyst is C1COCC1.CO. The product is [CH3:1][O:2][C:3]([C:5]1[C:13]([NH:14][C:15]2[CH:20]=[CH:19][C:18]([Br:42])=[CH:17][C:16]=2[Cl:21])=[C:12]([F:22])[C:8]2[N:9]=[CH:10][NH:11][C:7]=2[CH:6]=1)=[O:4]. The yield is 0.850. (2) The reactants are N([O-])=O.[Na+].[NH2:5][C:6]1[CH:11]=[CH:10][C:9]([N:12]2[CH2:17][CH2:16][C:15](=[O:18])[CH2:14][CH2:13]2)=[C:8]([F:19])[CH:7]=1.[N-:20]=[N+:21]=[N-].[Na+].C([O-])(=O)C.[Na+]. The catalyst is Cl. The product is [N:5]([C:6]1[CH:11]=[CH:10][C:9]([N:12]2[CH2:17][CH2:16][C:15](=[O:18])[CH2:14][CH2:13]2)=[C:8]([F:19])[CH:7]=1)=[N+:20]=[N-:21]. The yield is 0.630. (3) The reactants are [O:1]=[C:2]1[C:7]([CH2:8][C:9]2[CH:14]=[CH:13][C:12]([C:15]3[C:16]([C:21]#[N:22])=[CH:17][CH:18]=[CH:19][CH:20]=3)=[CH:11][CH:10]=2)=[C:6]([CH2:23][CH2:24][CH3:25])[N:5]2[N:26]=[CH:27][N:28]=[C:4]2[N:3]1[CH:29]1[CH2:34][CH2:33][C:32](=[O:35])[CH2:31][CH2:30]1.[CH:36]1(O)[CH2:40][CH2:39][CH2:38][CH:37]1[OH:41]. The catalyst is O.C1(C)C=CC(S(O)(=O)=O)=CC=1.C1(C)C=CC=CC=1. The product is [O:1]=[C:2]1[C:7]([CH2:8][C:9]2[CH:10]=[CH:11][C:12]([C:15]3[C:16]([C:21]#[N:22])=[CH:17][CH:18]=[CH:19][CH:20]=3)=[CH:13][CH:14]=2)=[C:6]([CH2:23][CH2:24][CH3:25])[N:5]2[N:26]=[CH:27][N:28]=[C:4]2[N:3]1[CH:29]1[CH2:30][CH2:31][C:32]2([O:41][C@H:37]3[CH2:38][CH2:39][CH2:40][C@H:36]3[O:35]2)[CH2:33][CH2:34]1. The yield is 1.00. (4) The reactants are Br[C:2]1[C:11]2[C:6](=[CH:7][CH:8]=[CH:9][CH:10]=2)[C:5]([F:12])=[CH:4][CH:3]=1.[Li]C(C)(C)C.[P:18](Cl)([O:23][CH2:24][CH3:25])([O:20][CH2:21][CH3:22])=[O:19]. The catalyst is O1CCCC1. The product is [CH2:21]([O:20][P:18]([C:2]1[C:11]2[C:6](=[CH:7][CH:8]=[CH:9][CH:10]=2)[C:5]([F:12])=[CH:4][CH:3]=1)(=[O:19])[O:23][CH2:24][CH3:25])[CH3:22]. The yield is 0.600. (5) The reactants are [C:1]([O:4][C@H:5]1[C@@H:19]([O:20][C:21](=[O:23])[CH3:22])[C@H:18]([O:24][C:25](=[O:27])[CH3:26])[C@@H:17]([CH2:28][O:29][C:30](=[O:32])[CH3:31])[O:16][C@@H:6]1[O:7][C:8]1[CH:13]=[CH:12][C:11](I)=[CH:10][C:9]=1[Cl:15])(=[O:3])[CH3:2].C([O-])([O-])=O.[Cs+].[Cs+].CC(C1C=C(C(C)C)C(C2C=CC=CC=2P(C2CCCCC2)C2CCCCC2)=C(C(C)C)C=1)C.[N+:73]([C:76]1[CH:77]=[C:78]2[C:82](=[CH:83][CH:84]=1)[NH:81][CH2:80][CH2:79]2)([O-:75])=[O:74]. The catalyst is C1(C)C=CC=CC=1.C1C=CC(/C=C/C(/C=C/C2C=CC=CC=2)=O)=CC=1.C1C=CC(/C=C/C(/C=C/C2C=CC=CC=2)=O)=CC=1.C1C=CC(/C=C/C(/C=C/C2C=CC=CC=2)=O)=CC=1.[Pd].[Pd].CCOC(C)=O. The product is [C:1]([O:4][C@H:5]1[C@@H:19]([O:20][C:21](=[O:23])[CH3:22])[C@H:18]([O:24][C:25](=[O:27])[CH3:26])[C@@H:17]([CH2:28][O:29][C:30](=[O:32])[CH3:31])[O:16][C@@H:6]1[O:7][C:8]1[CH:13]=[CH:12][C:11]([N:81]2[C:82]3[C:78](=[CH:77][C:76]([N+:73]([O-:75])=[O:74])=[CH:84][CH:83]=3)[CH2:79][CH2:80]2)=[CH:10][C:9]=1[Cl:15])(=[O:3])[CH3:2]. The yield is 0.560.